From a dataset of Reaction yield outcomes from USPTO patents with 853,638 reactions. Predict the reaction yield, written as a fraction of the theoretical maximum amount of product (1.0 means a 100% yield; for example, 0.34 means a 34% yield). (1) The reactants are [C:1]([NH:8][CH2:9][CH2:10][C:11]1[CH:17]=[CH:16][C:14]([NH2:15])=[CH:13][CH:12]=1)([O:3][C:4]([CH3:7])([CH3:6])[CH3:5])=[O:2].O[CH:19](O)[C:20]([C:22]1[CH:27]=[CH:26][CH:25]=[CH:24][CH:23]=1)=[O:21].[BH3-]C#N.[Na+]. The catalyst is CO. The product is [C:22]1([CH:20]([OH:21])[CH2:19][NH:15][C:14]2[CH:16]=[CH:17][C:11]([CH2:10][CH2:9][NH:8][C:1]([O:3][C:4]([CH3:6])([CH3:7])[CH3:5])=[O:2])=[CH:12][CH:13]=2)[CH:27]=[CH:26][CH:25]=[CH:24][CH:23]=1. The yield is 0.910. (2) The reactants are Br[C:2]1[CH:7]=[CH:6][C:5]([Cl:8])=[CH:4][C:3]=1[N+:9]([O-:11])=[O:10].[C:12]([C:14]1[CH:19]=[CH:18][C:17]([OH:20])=[CH:16][CH:15]=1)#[N:13].C([O-])([O-])=O.[K+].[K+].O. The catalyst is CN(C=O)C. The product is [Cl:8][C:5]1[CH:6]=[CH:7][C:2]([O:20][C:17]2[CH:18]=[CH:19][C:14]([C:12]#[N:13])=[CH:15][CH:16]=2)=[C:3]([N+:9]([O-:11])=[O:10])[CH:4]=1. The yield is 0.778.